Dataset: Peptide-MHC class II binding affinity with 134,281 pairs from IEDB. Task: Regression. Given a peptide amino acid sequence and an MHC pseudo amino acid sequence, predict their binding affinity value. This is MHC class II binding data. The peptide sequence is QIHQYIMALREEYFD. The MHC is DRB1_0901 with pseudo-sequence DRB1_0901. The binding affinity (normalized) is 0.612.